This data is from Reaction yield outcomes from USPTO patents with 853,638 reactions. The task is: Predict the reaction yield, written as a fraction of the theoretical maximum amount of product (1.0 means a 100% yield; for example, 0.34 means a 34% yield). The reactants are [Cl:1][C:2]1[CH:3]=[CH:4][C:5]([C:8]([C:17]2[CH:22]=[C:21]([C:23]([F:26])([F:25])[F:24])[CH:20]=[C:19]([F:27])[CH:18]=2)([NH2:16])[CH2:9][C:10]2[CH:15]=[CH:14][CH:13]=[CH:12][CH:11]=2)=[N:6][CH:7]=1.[CH3:28][C:29]1[N:30]=[CH:31][NH:32][C:33]=1[CH:34]=O.C(O)(=O)C.[BH-](OC(C)=O)(OC(C)=O)OC(C)=O.[Na+]. The catalyst is ClC(Cl)C. The product is [Cl:1][C:2]1[CH:3]=[CH:4][C:5]([C:8]([C:17]2[CH:22]=[C:21]([C:23]([F:26])([F:24])[F:25])[CH:20]=[C:19]([F:27])[CH:18]=2)([NH:16][CH2:34][C:33]2[NH:32][CH:31]=[N:30][C:29]=2[CH3:28])[CH2:9][C:10]2[CH:11]=[CH:12][CH:13]=[CH:14][CH:15]=2)=[N:6][CH:7]=1. The yield is 0.760.